This data is from Catalyst prediction with 721,799 reactions and 888 catalyst types from USPTO. The task is: Predict which catalyst facilitates the given reaction. (1) Reactant: [NH2:1][C:2]1[C:7]([C:8]2[CH:13]=[CH:12][C:11]([OH:14])=[CH:10][CH:9]=2)=[C:6]([CH2:15][CH3:16])[C:5](Br)=[CH:4][N:3]=1.[CH3:18][NH:19][C:20]([C:22]1[N:27]=[CH:26][C:25](B(O)O)=[CH:24][CH:23]=1)=[O:21].C(=O)([O-])[O-].[K+].[K+].O1CCOCC1. Product: [NH2:1][C:2]1[N:3]=[CH:4][C:5]([C:25]2[CH:24]=[CH:23][C:22]([C:20]([NH:19][CH3:18])=[O:21])=[N:27][CH:26]=2)=[C:6]([CH2:15][CH3:16])[C:7]=1[C:8]1[CH:13]=[CH:12][C:11]([OH:14])=[CH:10][CH:9]=1. The catalyst class is: 263. (2) Reactant: [Cl:1][C:2]1[CH:31]=[CH:30][CH:29]=[CH:28][C:3]=1[CH:4]=[C:5]([C:11]([CH2:13][O:14][CH2:15][CH2:16][N:17]1[C:21](=[O:22])[C:20]2=[CH:23][CH:24]=[CH:25][CH:26]=[C:19]2[C:18]1=[O:27])=O)[C:6]([O:8][CH2:9][CH3:10])=[O:7].[CH2:32]([O:34][C:35](=[O:40])/[CH:36]=[C:37](\[NH2:39])/[CH3:38])[CH3:33]. Product: [Cl:1][C:2]1[CH:31]=[CH:30][CH:29]=[CH:28][C:3]=1[CH:4]1[C:36]([C:35]([O:34][CH2:32][CH3:33])=[O:40])=[C:37]([CH3:38])[NH:39][C:11]([CH2:13][O:14][CH2:15][CH2:16][N:17]2[C:21](=[O:22])[C:20]3[C:19](=[CH:26][CH:25]=[CH:24][CH:23]=3)[C:18]2=[O:27])=[C:5]1[C:6]([O:8][CH2:9][CH3:10])=[O:7]. The catalyst class is: 41. (3) Reactant: Br[C:2]1[N:3]=[C:4]([NH:10][C:11]2[CH:16]=[CH:15][C:14]([C@@H:17]3[C:22](=[O:23])[N:21]([CH3:24])[CH2:20][CH2:19][N:18]3[CH3:25])=[CH:13][CH:12]=2)[C:5](=[O:9])[N:6]([CH3:8])[CH:7]=1.[C:26]([O:29][CH2:30][C:31]1[C:32]([N:46]2[CH2:58][CH2:57][N:49]3[C:50]4[CH2:51][CH2:52][CH2:53][CH2:54][C:55]=4[CH:56]=[C:48]3[C:47]2=[O:59])=[N:33][CH:34]=[CH:35][C:36]=1B1OC(C)(C)C(C)(C)O1)(=[O:28])[CH3:27].CC([O-])=O.[Na+].[O-]P([O-])([O-])=O.[K+].[K+].[K+]. Product: [C:26]([O:29][CH2:30][C:31]1[C:32]([N:46]2[CH2:58][CH2:57][N:49]3[C:50]4[CH2:51][CH2:52][CH2:53][CH2:54][C:55]=4[CH:56]=[C:48]3[C:47]2=[O:59])=[N:33][CH:34]=[CH:35][C:36]=1[C:2]1[N:3]=[C:4]([NH:10][C:11]2[CH:16]=[CH:15][C:14]([C@@H:17]3[C:22](=[O:23])[N:21]([CH3:24])[CH2:20][CH2:19][N:18]3[CH3:25])=[CH:13][CH:12]=2)[C:5](=[O:9])[N:6]([CH3:8])[CH:7]=1)(=[O:28])[CH3:27]. The catalyst class is: 10. (4) Reactant: [C:1]([O:5][C:6]([N:8]1[CH2:12][C@H:11]([S:13][CH2:14][C:15]2[CH:20]=[CH:19][C:18]([O:21][CH3:22])=[CH:17][CH:16]=2)[CH2:10][C@H:9]1[C:23]([OH:25])=O)=[O:7])([CH3:4])([CH3:3])[CH3:2].CN1CCOCC1.ON1C2C=CC=CC=2N=N1.CCN=C=NCCCN(C)C.Cl.[CH3:55][NH:56][O:57][CH3:58]. The catalyst class is: 2. Product: [C:1]([O:5][C:6]([N:8]1[CH2:12][C@H:11]([S:13][CH2:14][C:15]2[CH:20]=[CH:19][C:18]([O:21][CH3:22])=[CH:17][CH:16]=2)[CH2:10][C@H:9]1[C:23](=[O:25])[N:56]([O:57][CH3:58])[CH3:55])=[O:7])([CH3:4])([CH3:3])[CH3:2].